Dataset: Forward reaction prediction with 1.9M reactions from USPTO patents (1976-2016). Task: Predict the product of the given reaction. (1) Given the reactants C([O:3][C:4](=[O:32])[CH:5](CC)[CH2:6][CH2:7][N:8]1[C:27](=[S:28])[N:11]2[C:12]3[CH:13]=[C:14]([C:18]4[CH:23]=[CH:22][C:21]([N+:24]([O-:26])=[O:25])=[CH:20][CH:19]=4)[O:15][C:16]=3[CH:17]=[C:10]2[C:9]1=[O:29])C.O, predict the reaction product. The product is: [N+:24]([C:21]1[CH:22]=[CH:23][C:18]([C:14]2[O:15][C:16]3[CH:17]=[C:10]4[C:9](=[O:29])[N:8]([CH2:7][CH2:6][CH2:5][C:4]([OH:32])=[O:3])[C:27](=[S:28])[N:11]4[C:12]=3[CH:13]=2)=[CH:19][CH:20]=1)([O-:26])=[O:25]. (2) Given the reactants [Cl:1][C:2]1[CH:7]=[C:6]([Cl:8])[CH:5]=[CH:4][C:3]=1[C@H:9]1[C@H:14]([N+:15]([O-])=O)[CH2:13][C:12]([CH2:18][O:19][C:20]2[CH:27]=[CH:26][C:23]([C:24]#[N:25])=[CH:22][CH:21]=2)=[C:11]([C:28]2[CH:33]=[CH:32][CH:31]=[CH:30][CH:29]=2)[CH2:10]1, predict the reaction product. The product is: [NH2:15][C@@H:14]1[CH2:13][C:12]([CH2:18][O:19][C:20]2[CH:27]=[CH:26][C:23]([C:24]#[N:25])=[CH:22][CH:21]=2)=[C:11]([C:28]2[CH:33]=[CH:32][CH:31]=[CH:30][CH:29]=2)[CH2:10][C@H:9]1[C:3]1[CH:4]=[CH:5][C:6]([Cl:8])=[CH:7][C:2]=1[Cl:1]. (3) Given the reactants [N:1]1([C:7]([N:9]2[CH2:14][CH:13]([C:15]3[CH:20]=[CH:19][C:18]([C:21]([F:24])([F:23])[F:22])=[CH:17][CH:16]=3)[CH2:12][CH:11]([C:25](O)=[O:26])[CH2:10]2)=[O:8])[CH2:6][CH2:5][O:4][CH2:3][CH2:2]1.O[NH:29][C:30](=[NH:32])[CH3:31], predict the reaction product. The product is: [CH3:31][C:30]1[N:32]=[C:25]([CH:11]2[CH2:12][CH:13]([C:15]3[CH:20]=[CH:19][C:18]([C:21]([F:24])([F:22])[F:23])=[CH:17][CH:16]=3)[CH2:14][N:9]([C:7]([N:1]3[CH2:2][CH2:3][O:4][CH2:5][CH2:6]3)=[O:8])[CH2:10]2)[O:26][N:29]=1. (4) Given the reactants [C:1]1([S:7]([N:10]2[CH2:12][CH:11]2[C:13]2[CH:18]=[CH:17][CH:16]=[C:15]([Br:19])[CH:14]=2)(=[O:9])=[O:8])[CH:6]=[CH:5][CH:4]=[CH:3][CH:2]=1.[I-].[Na+].[CH:22]([N:25]=[C:26]=[O:27])([CH3:24])[CH3:23], predict the reaction product. The product is: [C:1]1([S:7]([N:10]2[CH2:12][CH:11]([C:13]3[CH:18]=[CH:17][CH:16]=[C:15]([Br:19])[CH:14]=3)[N:25]([CH:22]([CH3:24])[CH3:23])[C:26]2=[O:27])(=[O:8])=[O:9])[CH:2]=[CH:3][CH:4]=[CH:5][CH:6]=1. (5) Given the reactants [ClH:1].[CH2:2]([CH:4]([N:7]1[CH2:12][CH2:11][N:10]([C:13]2[CH:18]=[CH:17][C:16]([C:19]([C:21]3[CH:26]=[CH:25][CH:24]=[CH:23][CH:22]=3)=O)=[CH:15][CH:14]=2)[CH2:9][CH2:8]1)[CH2:5][CH3:6])[CH3:3].FC(F)(F)C(O)=O.C([SiH](CC)CC)C, predict the reaction product. The product is: [ClH:1].[CH2:19]([C:16]1[CH:17]=[CH:18][C:13]([N:10]2[CH2:9][CH2:8][N:7]([CH:4]([CH2:5][CH3:6])[CH2:2][CH3:3])[CH2:12][CH2:11]2)=[CH:14][CH:15]=1)[C:21]1[CH:26]=[CH:25][CH:24]=[CH:23][CH:22]=1. (6) Given the reactants F[C:2]1[CH:7]=[CH:6][C:5]([C:8]#N)=[CH:4][C:3]=1[C:10]([C:12]1[CH:17]=[CH:16][C:15]([F:18])=[CH:14][CH:13]=1)=O.[OH2:19].[NH2:20][NH2:21].NN.[OH2:24], predict the reaction product. The product is: [F:18][C:15]1[CH:16]=[CH:17][C:12]([C:10]2[C:3]3[C:2](=[CH:7][CH:6]=[C:5]([C:8]([OH:24])=[O:19])[CH:4]=3)[NH:21][N:20]=2)=[CH:13][CH:14]=1. (7) Given the reactants [CH3:1][CH:2]1[CH2:4][CH:3]1[CH2:5][OH:6].[H-].[Na+].Cl[C:10]1[N:19]=[C:18]([C:20]2[CH:25]=[CH:24][C:23]([CH3:26])=[C:22]([F:27])[CH:21]=2)[CH:17]=[C:16]([C:28]([F:31])([F:30])[F:29])[C:11]=1[C:12]([O:14]C)=[O:13].Cl, predict the reaction product. The product is: [F:27][C:22]1[CH:21]=[C:20]([C:18]2[CH:17]=[C:16]([C:28]([F:31])([F:29])[F:30])[C:11]([C:12]([OH:14])=[O:13])=[C:10]([O:6][CH2:5][CH:3]3[CH2:4][CH:2]3[CH3:1])[N:19]=2)[CH:25]=[CH:24][C:23]=1[CH3:26].